This data is from Catalyst prediction with 721,799 reactions and 888 catalyst types from USPTO. The task is: Predict which catalyst facilitates the given reaction. (1) Reactant: [N:1]1[NH:2][CH:3]=[C:4]2[C:9]=1[CH:8]([C:10]([O:12]CC)=[O:11])[CH2:7][N:6]([C:15]([O:17][C:18]([CH3:21])([CH3:20])[CH3:19])=[O:16])[CH2:5]2.[Li+].[OH-]. Product: [C:18]([O:17][C:15]([N:6]1[CH2:7][CH:8]([C:10]([OH:12])=[O:11])[C:9]2=[N:1][NH:2][CH:3]=[C:4]2[CH2:5]1)=[O:16])([CH3:21])([CH3:19])[CH3:20]. The catalyst class is: 1. (2) Reactant: [CH:1]1([CH:4]([C:10]2[CH:15]=[CH:14][CH:13]=[C:12]([O:16][CH2:17][C:18]3[CH:23]=[C:22]([O:24][CH2:25][CH:26]([CH3:28])[CH3:27])[C:21]([C:29]4[CH:34]=[C:33]([O:35][CH3:36])[CH:32]=[CH:31][C:30]=4[F:37])=[CH:20][N:19]=3)[CH:11]=2)[CH2:5][C:6]([O:8]C)=[O:7])[CH2:3][CH2:2]1.[OH-].[Na+].Cl. Product: [CH:1]1([CH:4]([C:10]2[CH:15]=[CH:14][CH:13]=[C:12]([O:16][CH2:17][C:18]3[CH:23]=[C:22]([O:24][CH2:25][CH:26]([CH3:28])[CH3:27])[C:21]([C:29]4[CH:34]=[C:33]([O:35][CH3:36])[CH:32]=[CH:31][C:30]=4[F:37])=[CH:20][N:19]=3)[CH:11]=2)[CH2:5][C:6]([OH:8])=[O:7])[CH2:2][CH2:3]1. The catalyst class is: 36. (3) Reactant: [C:1]([C:4]1[CH:14]=[CH:13][C:7]([C:8]([O:10][CH2:11][CH3:12])=[O:9])=[CH:6][CH:5]=1)(=[S:3])[NH2:2].[CH2:15](OC(OCC)CBr)[CH3:16]. Product: [CH2:11]([O:10][C:8](=[O:9])[C:7]1[CH:13]=[CH:14][C:4]([C:1]2[S:3][CH:15]=[CH:16][N:2]=2)=[CH:5][CH:6]=1)[CH3:12]. The catalyst class is: 3. (4) Reactant: [H-].[Na+].[F:3][C:4]1[CH:9]=[C:8]([N+:10]([O-:12])=[O:11])[CH:7]=[CH:6][C:5]=1[OH:13].Cl[C:15]1[CH:20]=[CH:19][N:18]=[C:17]([NH:21][CH2:22][CH2:23][CH2:24][OH:25])[N:16]=1. Product: [F:3][C:4]1[CH:9]=[C:8]([N+:10]([O-:12])=[O:11])[CH:7]=[CH:6][C:5]=1[O:13][C:19]1[CH:20]=[CH:15][N:16]=[C:17]([NH:21][CH2:22][CH2:23][CH2:24][OH:25])[N:18]=1. The catalyst class is: 3. (5) The catalyst class is: 7. Product: [CH:52]1([CH2:55][C:56]2[C:61]3[S:62][C:63]([CH2:66][C:67]4[CH:72]=[CH:71][CH:70]=[C:69]([C:73]([F:76])([F:75])[F:74])[CH:68]=4)=[C:64]([O:65][CH2:50][CH2:49][S:48][CH3:47])[C:60]=3[C:59](=[O:77])[N:58]([CH3:78])[N:57]=2)[CH2:53][CH2:54]1. Reactant: C1(P(C2C=CC=CC=2)C2C=CC=CC=2)C=CC=CC=1.[N+](C(OCC)=O)(C(OCC)=O)=[N-].C(C1C=CC=C(C(C)(C)C)C=1O)(C)(C)C.[CH3:47][S:48][CH2:49][CH2:50]O.[CH:52]1([CH2:55][C:56]2[C:61]3[S:62][C:63]([CH2:66][C:67]4[CH:72]=[CH:71][CH:70]=[C:69]([C:73]([F:76])([F:75])[F:74])[CH:68]=4)=[C:64]([OH:65])[C:60]=3[C:59](=[O:77])[N:58]([CH3:78])[N:57]=2)[CH2:54][CH2:53]1. (6) Reactant: Br[C:2]1[O:6][C:5]([CH3:7])=[C:4]([CH:8]=[O:9])[CH:3]=1.[OH:10][C:11]1[CH:16]=[CH:15][C:14](B(O)O)=[CH:13][CH:12]=1.C(=O)([O-])[O-].[Na+].[Na+].COCCOC. Product: [OH:10][C:11]1[CH:16]=[CH:15][C:14]([C:2]2[O:6][C:5]([CH3:7])=[C:4]([CH:8]=[O:9])[CH:3]=2)=[CH:13][CH:12]=1. The catalyst class is: 103. (7) Reactant: [C:1]([O:5][C:6](=[O:16])[NH:7][CH2:8][C:9]1[CH:14]=[CH:13][CH:12]=[C:11]([NH2:15])[CH:10]=1)([CH3:4])([CH3:3])[CH3:2].N1C=CC=CC=1.[CH3:23][S:24](Cl)(=[O:26])=[O:25]. Product: [CH3:23][S:24]([NH:15][C:11]1[CH:10]=[C:9]([CH:14]=[CH:13][CH:12]=1)[CH2:8][NH:7][C:6](=[O:16])[O:5][C:1]([CH3:4])([CH3:2])[CH3:3])(=[O:26])=[O:25]. The catalyst class is: 756. (8) Reactant: CCN(C(C)C)C(C)C.[Cl:10][C:11]1[CH:12]=[C:13]([C@@H:18]2[CH2:27][CH2:26][C@H:25]([NH:28][CH3:29])[C:24]3[CH:23]=[C:22]([C:30]([O:32][CH3:33])=[O:31])[CH:21]=[CH:20][C:19]2=3)[CH:14]=[CH:15][C:16]=1[Cl:17].[CH3:46][C:45]([O:44][C:42](O[C:42]([O:44][C:45]([CH3:48])([CH3:47])[CH3:46])=[O:43])=[O:43])([CH3:48])[CH3:47]. Product: [C:45]([O:44][C:42]([N:28]([CH3:29])[C@@H:25]1[C:24]2[CH:23]=[C:22]([C:30]([O:32][CH3:33])=[O:31])[CH:21]=[CH:20][C:19]=2[C@H:18]([C:13]2[CH:14]=[CH:15][C:16]([Cl:17])=[C:11]([Cl:10])[CH:12]=2)[CH2:27][CH2:26]1)=[O:43])([CH3:46])([CH3:47])[CH3:48]. The catalyst class is: 2. (9) The catalyst class is: 35. Reactant: [Cl:1][C:2]1[CH:3]=[C:4]([CH:23]=[CH:24][C:25]=1[Cl:26])[CH2:5][N:6]1[C:18](=[O:19])[C:17]2[C:8](=[C:9]([OH:21])[C:10]3[N:11]=[CH:12][CH:13]=[N:14][C:15]=3[C:16]=2[OH:20])[C:7]1=[O:22].[C:27](O)(=[O:45])[CH2:28][CH2:29][CH2:30][CH2:31][CH2:32][CH2:33][CH2:34][CH2:35][CH2:36][CH2:37][CH2:38][CH2:39][CH2:40][CH2:41][CH2:42][CH2:43][CH3:44].CN(C(ON1N=NC2C=CC=CC1=2)=[N+](C)C)C.[B-](F)(F)(F)F.C(N(CC)CC)C. Product: [Cl:1][C:2]1[CH:3]=[C:4]([CH:23]=[CH:24][C:25]=1[Cl:26])[CH2:5][N:6]1[C:7](=[O:22])[C:8]2[C:17](=[C:16]([OH:20])[C:15]3[N:14]=[CH:13][CH:12]=[N:11][C:10]=3[C:9]=2[O:21][C:27](=[O:45])[CH2:28][CH2:29][CH2:30][CH2:31][CH2:32][CH2:33][CH2:34][CH2:35][CH2:36][CH2:37][CH2:38][CH2:39][CH2:40][CH2:41][CH2:42][CH2:43][CH3:44])[C:18]1=[O:19]. (10) Reactant: Cl.[CH3:2][C:3]1([NH2:7])[CH2:6][CH2:5][CH2:4]1.Cl[C:9]1[N:18]([CH3:19])[C:17](=[O:20])[C:16]2[C:11](=[C:12]([I:21])[CH:13]=[CH:14][CH:15]=2)[N:10]=1. Product: [I:21][C:12]1[CH:13]=[CH:14][CH:15]=[C:16]2[C:11]=1[N:10]=[C:9]([NH:7][C:3]1([CH3:2])[CH2:6][CH2:5][CH2:4]1)[N:18]([CH3:19])[C:17]2=[O:20]. The catalyst class is: 49.